From a dataset of Reaction yield outcomes from USPTO patents with 853,638 reactions. Predict the reaction yield, written as a fraction of the theoretical maximum amount of product (1.0 means a 100% yield; for example, 0.34 means a 34% yield). (1) The reactants are [N:1]1([NH2:6])[CH:5]=[CH:4][CH:3]=[CH:2]1.[CH2:7]([O:9][C:10](=[O:21])[C:11](=[CH:17]OCC)[C:12]([O:14][CH2:15][CH3:16])=[O:13])[CH3:8]. No catalyst specified. The product is [N:1]1([NH:6][CH:17]=[C:11]([C:10]([O:9][CH2:7][CH3:8])=[O:21])[C:12]([O:14][CH2:15][CH3:16])=[O:13])[CH:5]=[CH:4][CH:3]=[CH:2]1. The yield is 0.850. (2) The yield is 0.450. The product is [F:1][C:2]1[CH:3]=[C:4]([N:9]2[CH2:13][C@H:12]([CH2:14][N:15]3[CH:19]=[C:18]([CH2:20][F:25])[N:17]=[N:16]3)[O:11][C:10]2=[O:22])[CH:5]=[CH:6][C:7]=1[I:8]. The reactants are [F:1][C:2]1[CH:3]=[C:4]([N:9]2[CH2:13][C@H:12]([CH2:14][N:15]3[CH:19]=[C:18]([CH2:20]Br)[N:17]=[N:16]3)[O:11][C:10]2=[O:22])[CH:5]=[CH:6][C:7]=1[I:8].[F-].[K+].[F:25][B-](F)(F)F.C([N+]1C=CN(C)C=1)CCC. The catalyst is C(#N)C.O.C(OCC)(=O)C. (3) The reactants are [CH3:1][O:2][CH2:3][CH2:4][O:5][CH2:6][C:7]([C:10]1[CH:15]=[CH:14][C:13]([NH2:16])=[CH:12][CH:11]=1)([CH3:9])[CH3:8].[N+:17]([O-])([O-:19])=[O:18].[K+]. The catalyst is OS(O)(=O)=O. The product is [CH3:1][O:2][CH2:3][CH2:4][O:5][CH2:6][C:7]([C:10]1[CH:15]=[CH:14][C:13]([NH2:16])=[CH:12][C:11]=1[N+:17]([O-:19])=[O:18])([CH3:9])[CH3:8]. The yield is 0.710. (4) The reactants are [Li+].[CH3:2]C([N-]C(C)C)C.[C:9]1(=[O:18])[C:17]2[C:12](=[CH:13][CH:14]=[CH:15][CH:16]=2)[CH2:11][CH2:10]1.[CH3:19][O:20][C:21](=[O:29])[C:22]1[CH:27]=[CH:26][C:25](Br)=[CH:24][CH:23]=1. The catalyst is C1COCC1. The product is [O:18]=[C:9]1[C:17]2[C:12](=[CH:13][CH:14]=[CH:15][CH:16]=2)[CH2:11][CH:10]1[CH2:2][C:25]1[CH:26]=[CH:27][C:22]([C:21]([O:20][CH3:19])=[O:29])=[CH:23][CH:24]=1. The yield is 0.170. (5) The reactants are [NH:1]1[CH2:11][CH2:10][CH:4]([C:5]([O:7][CH2:8][CH3:9])=[O:6])[CH2:3][CH2:2]1.[C:12](O[C:12]([O:14][C:15]([CH3:18])([CH3:17])[CH3:16])=[O:13])([O:14][C:15]([CH3:18])([CH3:17])[CH3:16])=[O:13]. The catalyst is C1COCC1.CCOC(C)=O. The product is [CH2:8]([O:7][C:5]([CH:4]1[CH2:3][CH2:2][N:1]([C:12]([O:14][C:15]([CH3:18])([CH3:17])[CH3:16])=[O:13])[CH2:11][CH2:10]1)=[O:6])[CH3:9]. The yield is 0.970. (6) The reactants are Cl[C:2]1[CH2:7][CH2:6][CH2:5][CH2:4][C:3]=1[CH:8]=[CH:9][C:10]([O:12][CH2:13][CH3:14])=[O:11].[N-:15]=[N+]=[N-].[Na+]. The catalyst is CS(C)=O. The product is [NH:15]1[C:2]2[CH2:7][CH2:6][CH2:5][CH2:4][C:3]=2[CH:8]=[C:9]1[C:10]([O:12][CH2:13][CH3:14])=[O:11]. The yield is 0.933.